From a dataset of NCI-60 drug combinations with 297,098 pairs across 59 cell lines. Regression. Given two drug SMILES strings and cell line genomic features, predict the synergy score measuring deviation from expected non-interaction effect. (1) Drug 1: C1=CC=C(C(=C1)C(C2=CC=C(C=C2)Cl)C(Cl)Cl)Cl. Drug 2: CN(C(=O)NC(C=O)C(C(C(CO)O)O)O)N=O. Cell line: NCI-H522. Synergy scores: CSS=-1.50, Synergy_ZIP=0.963, Synergy_Bliss=0.442, Synergy_Loewe=-1.02, Synergy_HSA=-1.13. (2) Drug 1: C1CN(CCN1C(=O)CCBr)C(=O)CCBr. Drug 2: CC12CCC3C(C1CCC2OP(=O)(O)O)CCC4=C3C=CC(=C4)OC(=O)N(CCCl)CCCl.[Na+]. Cell line: SNB-19. Synergy scores: CSS=34.1, Synergy_ZIP=-8.75, Synergy_Bliss=-7.08, Synergy_Loewe=-17.1, Synergy_HSA=-4.44.